This data is from Full USPTO retrosynthesis dataset with 1.9M reactions from patents (1976-2016). The task is: Predict the reactants needed to synthesize the given product. (1) Given the product [CH2:1]([N:5]1[CH2:10][CH2:9][N:8]([C:11]([NH:26][CH3:25])=[O:22])[CH2:7][CH2:6]1)[CH2:2][C:3]#[CH:4], predict the reactants needed to synthesize it. The reactants are: [CH2:1]([N:5]1[CH2:10][CH2:9][NH:8][CH2:7][CH2:6]1)[CH2:2][C:3]#[CH:4].[C:11](Cl)(=[O:22])OC1C=CC([N+]([O-])=O)=CC=1.C[CH2:25][N:26](CC)CC.CN. (2) Given the product [CH3:11][C:12]1[CH:24]=[CH:23][C:15]2[N:16]=[C:17]([NH:19][C:20]3[S:21][CH:2]=[C:3]([C:5]4[CH:10]=[CH:9][CH:8]=[CH:7][N:6]=4)[N:22]=3)[S:18][C:14]=2[CH:13]=1, predict the reactants needed to synthesize it. The reactants are: Br[CH2:2][C:3]([C:5]1[CH:10]=[CH:9][CH:8]=[CH:7][N:6]=1)=O.[CH3:11][C:12]1[CH:24]=[CH:23][C:15]2[N:16]=[C:17]([NH:19][C:20]([NH2:22])=[S:21])[S:18][C:14]=2[CH:13]=1. (3) Given the product [Cl:1][C:2]1[CH:3]=[C:4]([CH:18]=[CH:19][C:20]=1[Cl:21])[CH2:5][NH:6][C:7]1[CH:8]=[CH:9][C:10]2[N:11]([C:13]([CH2:16][N:49]3[CH2:54][CH2:53][O:52][CH2:51][CH2:50]3)=[CH:14][N:15]=2)[N:12]=1, predict the reactants needed to synthesize it. The reactants are: [Cl:1][C:2]1[CH:3]=[C:4]([CH:18]=[CH:19][C:20]=1[Cl:21])[CH2:5][NH:6][C:7]1[CH:8]=[CH:9][C:10]2[N:11]([C:13]([CH2:16]O)=[CH:14][N:15]=2)[N:12]=1.C1(P(C2C=CC=CC=2)C2C=CC=CC=2)C=CC=CC=1.BrN1C(=O)CCC1=O.[NH:49]1[CH2:54][CH2:53][O:52][CH2:51][CH2:50]1. (4) Given the product [C:1]([C:3]1[CH:4]=[CH:5][C:6]([N:9]2[C:13]([C:14]3[C:15](=[O:35])[N:16]([CH:32]([CH3:34])[CH3:33])[C:17](=[O:31])[N:18]([C:21]4[CH:26]=[CH:25][CH:24]=[C:23]([C:27]([F:30])([F:28])[F:29])[CH:22]=4)[C:19]=3[CH3:20])=[C:12]([C:36]([NH2:38])=[O:37])[CH:11]=[N:10]2)=[CH:7][CH:8]=1)#[N:2].[CH3:39][S:40]([CH3:42])=[O:41], predict the reactants needed to synthesize it. The reactants are: [C:1]([C:3]1[CH:8]=[CH:7][C:6]([N:9]2[C:13]([C:14]3[C:15](=[O:35])[N:16]([CH:32]([CH3:34])[CH3:33])[C:17](=[O:31])[N:18]([C:21]4[CH:26]=[CH:25][CH:24]=[C:23]([C:27]([F:30])([F:29])[F:28])[CH:22]=4)[C:19]=3[CH3:20])=[C:12]([C:36]([NH2:38])=[O:37])[CH:11]=[N:10]2)=[CH:5][CH:4]=1)#[N:2].[CH3:39][S:40]([CH3:42])=[O:41]. (5) Given the product [CH3:29][O:30][C:31]1[CH:32]=[C:33]2[C:38](=[CH:39][C:40]=1[O:41][CH3:42])[N:37]=[CH:36][N:35]=[C:34]2[O:43][C:44]1[CH:50]=[CH:49][C:47]([NH:48][C:63]([NH:62][C:60](=[O:61])[CH2:59][CH2:58][C:53]2[CH:54]=[CH:55][CH:56]=[CH:57][C:52]=2[CH3:51])=[S:64])=[CH:46][CH:45]=1, predict the reactants needed to synthesize it. The reactants are: S(Cl)(Cl)=O.CC1C=CC=CC=1CCC(O)=O.CC1C=CC=CC=1CCC(Cl)=O.[CH3:29][O:30][C:31]1[CH:32]=[C:33]2[C:38](=[CH:39][C:40]=1[O:41][CH3:42])[N:37]=[CH:36][N:35]=[C:34]2[O:43][C:44]1[CH:50]=[CH:49][C:47]([NH2:48])=[CH:46][CH:45]=1.[CH3:51][C:52]1[CH:57]=[CH:56][CH:55]=[CH:54][C:53]=1[CH2:58][CH2:59][C:60]([N:62]=[C:63]=[S:64])=[O:61]. (6) Given the product [C:27]([C:2]1[C:7]([O:8][CH3:9])=[CH:6][C:5]2[O:10][CH2:11][C:12]3[C:16]([C:17]([O:19][CH2:20][CH3:21])=[O:18])=[N:15][N:14]([C:22]4[CH:26]=[CH:25][S:24][CH:23]=4)[C:13]=3[C:4]=2[CH:3]=1)#[N:28], predict the reactants needed to synthesize it. The reactants are: Br[C:2]1[C:7]([O:8][CH3:9])=[CH:6][C:5]2[O:10][CH2:11][C:12]3[C:16]([C:17]([O:19][CH2:20][CH3:21])=[O:18])=[N:15][N:14]([C:22]4[CH:26]=[CH:25][S:24][CH:23]=4)[C:13]=3[C:4]=2[CH:3]=1.[C:27]([Cu])#[N:28].